This data is from Reaction yield outcomes from USPTO patents with 853,638 reactions. The task is: Predict the reaction yield, written as a fraction of the theoretical maximum amount of product (1.0 means a 100% yield; for example, 0.34 means a 34% yield). (1) The reactants are [NH2:1][C:2]1[NH:3][C:4](=[O:20])[C:5]2[N:6]=[CH:7][N:8]([C@H]3C[C@@H](CO)[C@H](O)[C@@H]3O)[C:9]=2[N:10]=1.[CH2:21](Br)[C:22]1[CH:27]=[CH:26][CH:25]=[CH:24][CH:23]=1.Cl.[OH-].[Na+]. The catalyst is CS(C)=O.CO. The product is [NH2:1][C:2]1[NH:3][C:4](=[O:20])[C:5]2[N:6]([CH2:21][C:22]3[CH:27]=[CH:26][CH:25]=[CH:24][CH:23]=3)[CH:7]=[N:8][C:9]=2[N:10]=1. The yield is 0.933. (2) The reactants are [H-].[Na+].[Br:3][C:4]1[CH:5]=[C:6]([NH:11][C:12]2[CH:13]=[N:14][CH:15]=[N:16][CH:17]=2)[CH:7]=[C:8]([Cl:10])[CH:9]=1.[CH3:18]I. The catalyst is C1COCC1.CCOC(C)=O. The product is [Br:3][C:4]1[CH:5]=[C:6]([N:11]([CH3:18])[C:12]2[CH:17]=[N:16][CH:15]=[N:14][CH:13]=2)[CH:7]=[C:8]([Cl:10])[CH:9]=1. The yield is 0.930.